From a dataset of Catalyst prediction with 721,799 reactions and 888 catalyst types from USPTO. Predict which catalyst facilitates the given reaction. Reactant: [Br:1][C:2]1[CH:10]=[C:9]([N+]([O-])=O)[CH:8]=[CH:7][C:3]=1[C:4]([OH:6])=[O:5].[CH3:14][O-:15].[Na+].Cl. Product: [Br:1][C:2]1[CH:10]=[C:9]([O:15][CH3:14])[CH:8]=[CH:7][C:3]=1[C:4]([OH:6])=[O:5]. The catalyst class is: 16.